The task is: Predict the product of the given reaction.. This data is from Forward reaction prediction with 1.9M reactions from USPTO patents (1976-2016). (1) Given the reactants [BH4-].[Na+].C(N(CC)[C:6](=[O:17])[C:7]1[C:12]([O:13][CH3:14])=[CH:11][CH:10]=[CH:9][C:8]=1[CH:15]=[O:16])C, predict the reaction product. The product is: [CH3:14][O:13][C:12]1[CH:11]=[CH:10][CH:9]=[C:8]2[C:7]=1[C:6](=[O:17])[O:16][CH2:15]2. (2) Given the reactants [CH3:1][C:2]1[CH:7]=[CH:6][N:5]=[CH:4][C:3]=1[N:8]1[CH2:12][CH2:11][NH:10][C:9]1=[O:13].Br[C:15]1[CH:16]=[C:17]2[C:22](=[CH:23][CH:24]=1)[N:21]=[C:20]([Cl:25])[CH:19]=[C:18]2[CH3:26].N[C@@H]1CCCC[C@H]1N.C(=O)([O-])[O-].[K+].[K+], predict the reaction product. The product is: [Cl:25][C:20]1[CH:19]=[C:18]([CH3:26])[C:17]2[C:22](=[CH:23][CH:24]=[C:15]([N:10]3[CH2:11][CH2:12][N:8]([C:3]4[CH:4]=[N:5][CH:6]=[CH:7][C:2]=4[CH3:1])[C:9]3=[O:13])[CH:16]=2)[N:21]=1. (3) Given the reactants [Cl:1][C:2]1[CH:3]=[C:4]([CH2:17][N:18]2[C:22]([CH3:23])=[CH:21][C:20](C(O)=O)=[N:19]2)[C:5]2[O:9][C:8]([C:10]3[CH:15]=[CH:14][CH:13]=[CH:12][CH:11]=3)=[CH:7][C:6]=2[CH:16]=1.[N-:27]=[N+]=[N-].[Na+], predict the reaction product. The product is: [Cl:1][C:2]1[CH:3]=[C:4]([CH2:17][N:18]2[C:22]([CH3:23])=[CH:21][C:20]([NH2:27])=[N:19]2)[C:5]2[O:9][C:8]([C:10]3[CH:15]=[CH:14][CH:13]=[CH:12][CH:11]=3)=[CH:7][C:6]=2[CH:16]=1. (4) Given the reactants [CH3:1][O:2][C:3]1[CH:4]=[C:5]([C:11]2[C:12]([CH3:20])([CH2:17][CH2:18][CH3:19])[C:13](=[O:16])[NH:14][N:15]=2)[CH:6]=[CH:7][C:8]=1[O:9][CH3:10].CC1C=CC(S(O[CH:32]2[CH2:37][CH2:36][N:35](C(OC(C)(C)C)=O)[CH2:34][CH2:33]2)(=O)=O)=CC=1, predict the reaction product. The product is: [CH3:1][O:2][C:3]1[CH:4]=[C:5]([C:11]2[C:12]([CH3:20])([CH2:17][CH2:18][CH3:19])[C:13](=[O:16])[N:14]([CH:32]3[CH2:37][CH2:36][NH:35][CH2:34][CH2:33]3)[N:15]=2)[CH:6]=[CH:7][C:8]=1[O:9][CH3:10]. (5) Given the reactants O.O.[O-:3][Mo:4]([O-])(=O)=[O:5].[Na+].[Na+].[CH2:10]([N:12]([CH2:24][CH3:25])[C:13](=[O:23])[CH2:14][C:15]([C:17]1[CH:22]=[CH:21][CH:20]=[CH:19][CH:18]=1)=[O:16])[CH3:11], predict the reaction product. The product is: [CH2:24]([N:12]([CH2:10][CH3:11])[C:13](=[O:23])[CH2:14][C:15]([C:17]1[CH:22]=[CH:21][CH:20]=[CH:19][CH:18]=1)=[O:16])[CH3:25].[CH2:24]([N:12]([CH2:10][CH3:11])[C:13](=[O:23])[CH2:14][C:15]([C:17]1[CH:22]=[CH:21][CH:20]=[CH:19][CH:18]=1)=[O:16])[CH3:25].[O:3]=[Mo+2:4]=[O:5].